From a dataset of Catalyst prediction with 721,799 reactions and 888 catalyst types from USPTO. Predict which catalyst facilitates the given reaction. (1) Reactant: [Cl:1][C:2]1[C:11]2[CH2:10][N:9]([C@H:12]([CH:16]([CH3:18])[CH3:17])[C:13](O)=[O:14])[C:8](=[O:19])[C:7]3=[CH:20][NH:21][C:5]([C:6]=23)=[N:4][CH:3]=1.CN(C(ON1N=NC2C=CC=NC1=2)=[N+](C)C)C.F[P-](F)(F)(F)(F)F.[F:46][C@@H:47]1[CH2:51][NH:50][C@H:49]([C:52]#[N:53])[CH2:48]1.CN1CCOCC1. Product: [Cl:1][C:2]1[C:11]2[CH2:10][N:9]([C@H:12]([CH:16]([CH3:18])[CH3:17])[C:13]([N:50]3[CH2:51][C@@H:47]([F:46])[CH2:48][C@H:49]3[C:52]#[N:53])=[O:14])[C:8](=[O:19])[C:7]3=[CH:20][NH:21][C:5]([C:6]=23)=[N:4][CH:3]=1. The catalyst class is: 1. (2) Reactant: [Na].[O:2]1[CH2:7][CH2:6][CH:5]([OH:8])[CH2:4][CH2:3]1.[H][H].Cl[C:12]1[N:17]=[N:16][C:15]([NH2:18])=[CH:14][CH:13]=1.Cl. Product: [O:2]1[CH2:7][CH2:6][CH:5]([O:8][C:12]2[N:17]=[N:16][C:15]([NH2:18])=[CH:14][CH:13]=2)[CH2:4][CH2:3]1. The catalyst class is: 5. (3) Reactant: [Br:1][C:2]1[CH:7]=[CH:6][C:5]([OH:8])=[C:4]([N+:9]([O-:11])=[O:10])[CH:3]=1.Br[CH:13]([CH3:15])[CH3:14].[OH-].[K+].C1OCCOCCOCCOCCOCCOC1. Product: [Br:1][C:2]1[CH:7]=[CH:6][C:5]([O:8][CH:13]([CH3:15])[CH3:14])=[C:4]([N+:9]([O-:11])=[O:10])[CH:3]=1. The catalyst class is: 48. (4) Reactant: [Br:1][C:2]1[CH:7]=[CH:6][C:5]([C:8]2[S:9][CH:10]=[C:11]([C:14]([CH3:16])=O)[C:12]=2[OH:13])=[CH:4][CH:3]=1.[O:17]1[CH:21]=[CH:20][CH:19]=[C:18]1[CH2:22][NH:23][C:24]([C:26]1[S:27][C:28]([C:31]([NH:33][NH2:34])=[O:32])=[CH:29][CH:30]=1)=[O:25]. Product: [O:17]1[CH:21]=[CH:20][CH:19]=[C:18]1[CH2:22][NH:23][C:24]([C:26]1[S:27][C:28]([C:31]([NH:33][N:34]=[C:14]([C:11]2[C:12]([OH:13])=[C:8]([C:5]3[CH:6]=[CH:7][C:2]([Br:1])=[CH:3][CH:4]=3)[S:9][CH:10]=2)[CH3:16])=[O:32])=[CH:29][CH:30]=1)=[O:25]. The catalyst class is: 41. (5) Reactant: [OH:1][C@H:2]1[CH2:19][CH2:18][C@@:17]2([CH3:20])[C@@H:4]([CH2:5][CH2:6][C@:7]3([CH3:47])[C@@H:16]2[CH2:15][CH2:14][C@H:13]2[C@@:8]3([CH3:46])[CH2:9][CH2:10][C@@:11]3([C:28]([N:30]4[CH2:34][CH2:33][CH2:32][C@H:31]4[C:35]4[NH:36][C:37]([C:40]5[CH:41]=[N:42][CH:43]=[CH:44][CH:45]=5)=[CH:38][N:39]=4)=[O:29])[CH2:23][CH2:22][C@@H:21]([C:24]4([CH3:27])[CH2:26][CH2:25]4)[C@@H:12]32)[C:3]1([CH3:49])[CH3:48].Cl[C:51]1[CH:77]=[C:76](Cl)[CH:75]=[C:74](Cl)[C:52]=1[C:53]([O:55][C:56]([C@H:58]1[CH2:61][C@@H:60]([C:62](OCC2C=CC=CC=2)=[O:63])[C:59]1([CH3:73])[CH3:72])=[O:57])=O. Product: [CH3:72][C:59]1([CH3:73])[CH:60]([C:62]([O:1][C@H:2]2[CH2:19][CH2:18][C@@:17]3([CH3:20])[C@@H:4]([CH2:5][CH2:6][C@:7]4([CH3:47])[C@@H:16]3[CH2:15][CH2:14][C@H:13]3[C@@:8]4([CH3:46])[CH2:9][CH2:10][C@@:11]4([C:28]([N:30]5[CH2:34][CH2:33][CH2:32][C@H:31]5[C:35]5[NH:36][C:37]([C:40]6[CH:41]=[N:42][CH:43]=[CH:44][CH:45]=6)=[CH:38][N:39]=5)=[O:29])[CH2:23][CH2:22][C@@H:21]([C:24]5([CH3:27])[CH2:25][CH2:26]5)[C@@H:12]43)[C:3]2([CH3:49])[CH3:48])=[O:63])[CH2:61][CH:58]1[C:56]([O:55][CH2:53][C:52]1[CH:51]=[CH:77][CH:76]=[CH:75][CH:74]=1)=[O:57]. The catalyst class is: 383. (6) Reactant: [CH2:1]([NH2:5])[CH2:2][CH2:3][CH3:4].[CH3:6][N:7]1[C:11]([N:12]2[C:16]3=[N:17][CH:18]=[C:19]([C:21]([F:24])([F:23])[F:22])[CH:20]=[C:15]3[CH:14]=[CH:13]2)=[C:10]([CH2:25][CH2:26][S:27]([NH2:30])(=[O:29])=[O:28])[C:9]([CH3:31])=[N:8]1.N12CCCN=C1CCCCC2.[Cl-].[NH4+].CN(C)[CH:47]=[O:48]. Product: [CH2:1]([NH:5][C:47]([NH:30][S:27]([CH2:26][CH2:25][C:10]1[C:9]([CH3:31])=[N:8][N:7]([CH3:6])[C:11]=1[N:12]1[C:16]2=[N:17][CH:18]=[C:19]([C:21]([F:23])([F:22])[F:24])[CH:20]=[C:15]2[CH:14]=[CH:13]1)(=[O:28])=[O:29])=[O:48])[CH2:2][CH2:3][CH3:4]. The catalyst class is: 277. (7) Reactant: [CH2:1]([O:3][C:4]([C:6]1[C:10]([C:11]2[CH:16]=[CH:15][CH:14]=[CH:13][CH:12]=2)=[CH:9][S:8][C:7]=1[NH2:17])=[O:5])[CH3:2].[C:18]1(=O)[O:23][C:21](=[O:22])[C:20]2=[CH:24][CH:25]=[CH:26][CH:27]=[C:19]12. Product: [CH2:1]([O:3][C:4]([C:6]1[C:10]([C:11]2[CH:16]=[CH:15][CH:14]=[CH:13][CH:12]=2)=[CH:9][S:8][C:7]=1[N:17]1[C:21](=[O:22])[C:20]2[C:19](=[CH:27][CH:26]=[CH:25][CH:24]=2)[C:18]1=[O:23])=[O:5])[CH3:2]. The catalyst class is: 15.